This data is from Peptide-MHC class I binding affinity with 185,985 pairs from IEDB/IMGT. The task is: Regression. Given a peptide amino acid sequence and an MHC pseudo amino acid sequence, predict their binding affinity value. This is MHC class I binding data. (1) The peptide sequence is TASSDSLQT. The MHC is HLA-A02:01 with pseudo-sequence HLA-A02:01. The binding affinity (normalized) is 0. (2) The peptide sequence is ECLPAAPDG. The MHC is HLA-A24:02 with pseudo-sequence HLA-A24:02. The binding affinity (normalized) is 0. (3) The peptide sequence is AMGAASLTL. The MHC is Mamu-A20102 with pseudo-sequence Mamu-A20102. The binding affinity (normalized) is 0.578.